Task: Predict the reactants needed to synthesize the given product.. Dataset: Full USPTO retrosynthesis dataset with 1.9M reactions from patents (1976-2016) (1) Given the product [Br:1][C:2]1[CH:11]=[C:10]2[C:5]([CH:6]=[CH:7][N:8]=[C:9]2[OH:17])=[CH:4][C:3]=1[O:13][CH3:14], predict the reactants needed to synthesize it. The reactants are: [Br:1][C:2]1[CH:11]=[C:10]2[C:5]([CH:6]=[CH:7][N:8]=[C:9]2Cl)=[CH:4][C:3]=1[O:13][CH3:14].C(O)(=[O:17])C. (2) Given the product [CH3:24][N:7]1[C:2]2[NH:1][C:19]([CH3:18])=[CH:20][C:21](=[O:23])[C:3]=2[C:4](=[O:17])[N:5]([CH2:9][CH2:10][CH2:11][CH2:12][C@H:13]([O:15][CH3:16])[CH3:14])[C:6]1=[O:8], predict the reactants needed to synthesize it. The reactants are: [NH2:1][C:2]1[NH:7][C:6](=[O:8])[N:5]([CH2:9][CH2:10][CH2:11][CH2:12][C@H:13]([O:15][CH3:16])[CH3:14])[C:4](=[O:17])[CH:3]=1.[CH2:18]=[C:19]1[O:23][C:21](=O)[CH2:20]1.[C:24]1(C=CC(O)=CC=1)O.